Dataset: Full USPTO retrosynthesis dataset with 1.9M reactions from patents (1976-2016). Task: Predict the reactants needed to synthesize the given product. (1) Given the product [C:1]1([CH2:7][CH2:8][CH2:9][O:10][C:11]([C:12]2[CH:13]([C:14]3[CH:19]=[CH:18][CH:17]=[C:16]([Cl:20])[CH:15]=3)[CH:36]=[C:35]([S:28][CH3:27])[NH:41][C:21]=2[CH3:22])=[O:24])[CH:6]=[CH:5][CH:4]=[CH:3][CH:2]=1, predict the reactants needed to synthesize it. The reactants are: [C:1]1([CH2:7][CH2:8][CH2:9][O:10][C:11](=[O:24])[C:12]([C:21](=O)[CH3:22])=[CH:13][C:14]2[CH:19]=[CH:18][CH:17]=[C:16]([Cl:20])[CH:15]=2)[CH:6]=[CH:5][CH:4]=[CH:3][CH:2]=1.CN[C:27](=N)[SH:28].S([O-])([O-])(=O)=O.[C:35]([O-])(=O)[CH3:36].[Na+].C[N:41](C=O)C. (2) Given the product [O:1]=[C:2]([NH:22][C:23]1[CH:28]=[CH:27][C:26]([O:29][C:30]([F:33])([F:32])[F:31])=[CH:25][CH:24]=1)[CH2:3][N:4]1[CH2:10][CH2:9][CH2:8][N:7]([CH2:11][C:12]2[CH:13]=[CH:14][C:15]([C:16]([OH:18])=[O:17])=[CH:20][CH:21]=2)[CH2:6][CH2:5]1, predict the reactants needed to synthesize it. The reactants are: [O:1]=[C:2]([NH:22][C:23]1[CH:28]=[CH:27][C:26]([O:29][C:30]([F:33])([F:32])[F:31])=[CH:25][CH:24]=1)[CH2:3][N:4]1[CH2:10][CH2:9][CH2:8][N:7]([CH2:11][C:12]2[CH:21]=[CH:20][C:15]([C:16]([O:18]C)=[O:17])=[CH:14][CH:13]=2)[CH2:6][CH2:5]1.[OH-].[Na+]. (3) The reactants are: CS(Cl)(=O)=[O:3].Cl[C:7]1[CH:14]=[C:13]([CH2:15][OH:16])C=[C:11](Cl)[C:8]=1[CH:9]=O.C(N([CH2:23][CH3:24])CC)C. Given the product [CH3:13][CH2:14][CH2:7][CH:8]([CH3:11])[CH3:9].[C:23]([O:16][CH2:15][CH3:13])(=[O:3])[CH3:24], predict the reactants needed to synthesize it. (4) Given the product [OH:25][C:24]1[C:19](=[O:18])[NH:20][N:21]=[C:22]([CH:33]2[CH2:38][CH2:37][O:36][CH2:35][CH2:34]2)[CH:23]=1, predict the reactants needed to synthesize it. The reactants are: C(C1C=C(O)C(=O)NN=1)C.C([O:18][C:19]1[N:20]=[N:21][C:22]([C:33]2[CH2:34][CH2:35][O:36][CH2:37][CH:38]=2)=[CH:23][C:24]=1[O:25]CC1C=CC=CC=1)C1C=CC=CC=1.O. (5) Given the product [Cl:1][C:2]1[CH:11]=[C:10]([Cl:12])[CH:9]=[C:4]([C:5](=[O:6])[NH:7][CH3:8])[C:3]=1[C:26]([OH:28])=[O:27], predict the reactants needed to synthesize it. The reactants are: [Cl:1][C:2]1[CH:3]=[C:4]([CH:9]=[C:10]([Cl:12])[CH:11]=1)[C:5]([NH:7][CH3:8])=[O:6].CN(C)CCN(C)C.C([Li])CCC.[C:26](=[O:28])=[O:27]. (6) Given the product [CH2:1]([N:8]1[C:16]2[C:11](=[C:12]([NH:17][C:19]3[N:28]=[CH:27][C:26]([CH:29]4[CH2:31][CH2:30]4)=[CH:25][C:20]=3[C:21]([O:23][CH3:24])=[O:22])[CH:13]=[CH:14][CH:15]=2)[CH:10]=[CH:9]1)[C:2]1[CH:3]=[CH:4][CH:5]=[CH:6][CH:7]=1, predict the reactants needed to synthesize it. The reactants are: [CH2:1]([N:8]1[C:16]2[CH:15]=[CH:14][CH:13]=[C:12]([NH2:17])[C:11]=2[CH:10]=[CH:9]1)[C:2]1[CH:7]=[CH:6][CH:5]=[CH:4][CH:3]=1.Cl[C:19]1[N:28]=[CH:27][C:26]([CH:29]2[CH2:31][CH2:30]2)=[CH:25][C:20]=1[C:21]([O:23][CH3:24])=[O:22].C(=O)([O-])[O-].[Cs+].[Cs+].